Dataset: Full USPTO retrosynthesis dataset with 1.9M reactions from patents (1976-2016). Task: Predict the reactants needed to synthesize the given product. (1) Given the product [Cl:33][C:34]1[C:35]([C:41]([NH2:43])=[O:42])=[N:36][CH:37]=[CH:38][C:39]=1[O:8][C:6]1[CH:7]=[C:2]([F:1])[C:3]([NH:10][C:11]([C:13]2[C:14](=[O:26])[N:15]([C:20]3[CH:21]=[CH:22][CH:23]=[CH:24][CH:25]=3)[N:16]([CH3:19])[C:17]=2[CH3:18])=[O:12])=[CH:4][C:5]=1[F:9], predict the reactants needed to synthesize it. The reactants are: [F:1][C:2]1[CH:7]=[C:6]([OH:8])[C:5]([F:9])=[CH:4][C:3]=1[NH:10][C:11]([C:13]1[C:14](=[O:26])[N:15]([C:20]2[CH:25]=[CH:24][CH:23]=[CH:22][CH:21]=2)[N:16]([CH3:19])[C:17]=1[CH3:18])=[O:12].CC([O-])(C)C.[K+].[Cl:33][C:34]1[C:35]([C:41]([NH2:43])=[O:42])=[N:36][CH:37]=[CH:38][C:39]=1Cl. (2) Given the product [F:1][C:2]1[CH:7]=[CH:6][C:5]([C:8]2[C:9]([C:22](=[O:23])[CH:24]([CH3:29])[CH3:25])=[C:10]3[CH:15]=[CH:14][C:13]([C:16]([F:19])([F:18])[F:17])=[CH:12][N:11]3[N:33]=2)=[CH:4][CH:3]=1, predict the reactants needed to synthesize it. The reactants are: [F:1][C:2]1[CH:7]=[CH:6][C:5]([C:8](=O)[CH2:9][C:10]2[CH:15]=[CH:14][C:13]([C:16]([F:19])([F:18])[F:17])=[CH:12][N:11]=2)=[CH:4][CH:3]=1.C[C:22]([C:24]1[CH:29]=CC(F)=C[CH:25]=1)=[O:23].ClC1C=CC(C(F)(F)F)=C[N:33]=1.[H-].[Na+]. (3) Given the product [C:66]([C:64]1[S:65][C:58]2[C:57]([N:54]3[CH2:53][CH2:52][CH:51]([CH2:50][CH2:49][NH:48][C:9](=[O:10])[C:8]4[CH:12]=[CH:13][CH:14]=[C:6]([C:4]([NH:3][CH2:1][CH3:2])=[O:5])[CH:7]=4)[CH2:56][CH2:55]3)=[N:62][CH:61]=[N:60][C:59]=2[CH:63]=1)(=[O:67])[NH2:68], predict the reactants needed to synthesize it. The reactants are: [CH2:1]([NH:3][C:4]([C:6]1[CH:7]=[C:8]([CH:12]=[CH:13][CH:14]=1)[C:9](O)=[O:10])=[O:5])[CH3:2].CN(C(ON1N=NC2C=CC=NC1=2)=[N+](C)C)C.F[P-](F)(F)(F)(F)F.CCN(C(C)C)C(C)C.[NH2:48][CH2:49][CH2:50][CH:51]1[CH2:56][CH2:55][N:54]([C:57]2[C:58]3[S:65][C:64]([C:66]([NH2:68])=[O:67])=[CH:63][C:59]=3[N:60]=[CH:61][N:62]=2)[CH2:53][CH2:52]1. (4) Given the product [C:15]([NH2:39])(=[O:16])[C:14]1[CH:18]=[CH:19][CH:20]=[CH:12][CH:13]=1, predict the reactants needed to synthesize it. The reactants are: NC1C2C(=CC=C([C:12]3[CH:13]=[C:14]([CH:18]=[CH:19][C:20]=3C)[C:15](O)=[O:16])C=2)N=CN=1.C(Cl)(=O)C(Cl)=O.O(C1C=CC([NH2:39])=CC=1)C1C=CC=CC=1.C(N(CC)CC)C. (5) Given the product [Br:17][C:18]1[CH:23]=[CH:22][CH:21]=[CH:20][C:19]=1[NH:24][C:25](=[O:26])[NH2:9], predict the reactants needed to synthesize it. The reactants are: S1C=CC=C1S([NH:9]C1C=CC=CC=1N)(=O)=O.[Br:17][C:18]1[CH:23]=[CH:22][CH:21]=[CH:20][C:19]=1[N:24]=[C:25]=[O:26]. (6) Given the product [CH3:44][C:16]1[N:15]([C:12]2[CH:11]=[CH:10][C:9]([O:8][CH:5]3[CH2:6][CH2:7][C:2](=[O:1])[CH2:3][CH2:4]3)=[CH:14][CH:13]=2)[C:20](=[O:21])[C:19]([CH2:22][C:23]2[CH:28]=[CH:27][C:26]([C:29]3[CH:34]=[CH:33][CH:32]=[CH:31][C:30]=3[C:35]3[NH:39][C:38](=[O:40])[O:37][N:36]=3)=[CH:25][CH:24]=2)=[C:18]([CH2:41][CH2:42][CH3:43])[N:17]=1, predict the reactants needed to synthesize it. The reactants are: [OH:1][CH:2]1[CH2:7][CH2:6][CH:5]([O:8][C:9]2[CH:14]=[CH:13][C:12]([N:15]3[C:20](=[O:21])[C:19]([CH2:22][C:23]4[CH:28]=[CH:27][C:26]([C:29]5[CH:34]=[CH:33][CH:32]=[CH:31][C:30]=5[C:35]5[NH:39][C:38](=[O:40])[O:37][N:36]=5)=[CH:25][CH:24]=4)=[C:18]([CH2:41][CH2:42][CH3:43])[N:17]=[C:16]3[CH3:44])=[CH:11][CH:10]=2)[CH2:4][CH2:3]1.CC(OI1(OC(C)=O)(OC(C)=O)OC(=O)C2C1=CC=CC=2)=O.C(OCC)(=O)C.S([O-])([O-])(=O)=S.[Na+].[Na+]. (7) Given the product [N+:8]([C:5]1[CH:6]=[CH:7][C:2]([NH:11][C:12]2[CH:21]=[CH:20][C:19]3[C:14](=[C:15]([OH:22])[CH:16]=[CH:17][CH:18]=3)[N:13]=2)=[CH:3][CH:4]=1)([O-:10])=[O:9], predict the reactants needed to synthesize it. The reactants are: F[C:2]1[CH:7]=[CH:6][C:5]([N+:8]([O-:10])=[O:9])=[CH:4][CH:3]=1.[NH2:11][C:12]1[CH:21]=[CH:20][C:19]2[C:14](=[C:15]([OH:22])[CH:16]=[CH:17][CH:18]=2)[N:13]=1.C([O-])([O-])=O.[K+].[K+].CN1CCCC1=O.